This data is from Forward reaction prediction with 1.9M reactions from USPTO patents (1976-2016). The task is: Predict the product of the given reaction. Given the reactants [C:1]([O:5][C:6](=[O:17])[NH:7][C:8]1([C:11]2[O:12][C:13](I)=[CH:14][CH:15]=2)[CH2:10][CH2:9]1)([CH3:4])([CH3:3])[CH3:2].[CH3:18][S:19]([O-:21])=[O:20].[Na+].COC(=O)CCS([O-])=O.[Na+], predict the reaction product. The product is: [C:1]([O:5][C:6](=[O:17])[NH:7][C:8]1([C:11]2[O:12][C:13]([S:19]([CH3:18])(=[O:21])=[O:20])=[CH:14][CH:15]=2)[CH2:10][CH2:9]1)([CH3:4])([CH3:3])[CH3:2].